The task is: Predict the reaction yield, written as a fraction of the theoretical maximum amount of product (1.0 means a 100% yield; for example, 0.34 means a 34% yield).. This data is from Reaction yield outcomes from USPTO patents with 853,638 reactions. (1) The reactants are [CH3:1][N:2]1[C:10]2[C:5](=[CH:6][CH:7]=[CH:8][CH:9]=2)[CH:4]=[C:3]1C=O.[CH:13]1([NH2:16])[CH2:15][CH2:14]1.C(O)(=O)C.[BH3-]C#N.[Na+]. The catalyst is CO. The product is [CH:13]1([NH:16][C:3]2[N:2]([CH3:1])[C:10]3[C:5]([CH:4]=2)=[CH:6][CH:7]=[CH:8][CH:9]=3)[CH2:15][CH2:14]1. The yield is 0.650. (2) The reactants are [C:1]1([C@H:7]2[O:12][CH2:11][C@@H:10]([OH:13])[CH2:9][O:8]2)[CH:6]=[CH:5][CH:4]=[CH:3][CH:2]=1.N1C=CN=C1.[CH3:19][Si:20](Cl)([CH3:25])[C:21]([CH3:24])([CH3:23])[CH3:22].O. The catalyst is CN(C=O)C. The product is [Si:20]([O:13][C@H:10]1[CH2:11][O:12][C@@H:7]([C:1]2[CH:2]=[CH:3][CH:4]=[CH:5][CH:6]=2)[O:8][CH2:9]1)([C:21]([CH3:24])([CH3:23])[CH3:22])([CH3:25])[CH3:19]. The yield is 1.00. (3) The yield is 0.430. The product is [Cl:1][C:2]1[C:6]2[C:7]([NH:30][C:23]([CH3:24])([CH2:25][C:26]([CH3:29])([CH3:28])[CH3:27])[CH3:22])=[N:8][CH:9]=[CH:10][C:5]=2[N:4]([C:12]([O:14][CH2:15][C:16]2[CH:21]=[CH:20][CH:19]=[CH:18][CH:17]=2)=[O:13])[CH:3]=1. The catalyst is C(Cl)(Cl)Cl.ClCCl. The reactants are [Cl:1][C:2]1[C:6]2[CH:7]=[N+:8]([O-])[CH:9]=[CH:10][C:5]=2[N:4]([C:12]([O:14][CH2:15][C:16]2[CH:21]=[CH:20][CH:19]=[CH:18][CH:17]=2)=[O:13])[CH:3]=1.[CH3:22][C:23]([NH2:30])([CH2:25][C:26]([CH3:29])([CH3:28])[CH3:27])[CH3:24].C1(C)C=CC(S(Cl)(=O)=O)=CC=1. (4) The reactants are [CH3:1][C:2]1[CH:6]=[CH:5][S:4][C:3]=1[CH:7]=[O:8].[Br:9]Br. The catalyst is ClCCl. The product is [Br:9][C:5]1[S:4][C:3]([CH:7]=[O:8])=[C:2]([CH3:1])[CH:6]=1. The yield is 0.660. (5) The product is [N:27]([CH:10]([C:12]1([OH:11])[CH2:17][CH2:16][N:15]([C:18]([O:20][C:21]([CH3:24])([CH3:23])[CH3:22])=[O:19])[CH2:14][CH2:13]1)[CH2:9][O:8][Si:1]([C:4]([CH3:7])([CH3:6])[CH3:5])([CH3:3])[CH3:2])=[N+:28]=[N-:29]. The yield is 0.390. The catalyst is CN(C=O)C.CCOC(C)=O. The reactants are [Si:1]([O:8][CH2:9][CH:10]1[C:12]2([CH2:17][CH2:16][N:15]([C:18]([O:20][C:21]([CH3:24])([CH3:23])[CH3:22])=[O:19])[CH2:14][CH2:13]2)[O:11]1)([C:4]([CH3:7])([CH3:6])[CH3:5])([CH3:3])[CH3:2].[Cl-].[NH4+].[N-:27]=[N+:28]=[N-:29].[Na+].